Predict the reactants needed to synthesize the given product. From a dataset of Full USPTO retrosynthesis dataset with 1.9M reactions from patents (1976-2016). (1) Given the product [N:31]1([CH2:29][C:26]2[CH:25]=[CH:24][C:23]([C:19]3[CH:20]=[CH:21][CH:22]=[C:17]([C:16]4[N:11]5[N:10]=[CH:9][C:8]([C:6]([C:2]6[S:1][CH:5]=[CH:4][CH:3]=6)=[O:7])=[C:12]5[N:13]=[CH:14][CH:15]=4)[CH:18]=3)=[CH:28][CH:27]=2)[CH2:36][CH2:35][O:34][CH2:33][CH2:32]1, predict the reactants needed to synthesize it. The reactants are: [S:1]1[CH:5]=[CH:4][CH:3]=[C:2]1[C:6]([C:8]1[CH:9]=[N:10][N:11]2[C:16]([C:17]3[CH:18]=[C:19]([C:23]4[CH:28]=[CH:27][C:26]([CH:29]=O)=[CH:25][CH:24]=4)[CH:20]=[CH:21][CH:22]=3)=[CH:15][CH:14]=[N:13][C:12]=12)=[O:7].[NH:31]1[CH2:36][CH2:35][O:34][CH2:33][CH2:32]1. (2) Given the product [CH3:15][O:14][C:12](=[O:13])[CH2:11][CH2:18][C:17]([CH3:20])([N:21]1[CH:25]=[C:24]([C:26]2[CH:27]=[N:28][CH:29]=[CH:30][CH:31]=2)[N:23]=[CH:22]1)[CH3:16], predict the reactants needed to synthesize it. The reactants are: [H-].[Na+].C(OP([CH2:11][C:12]([O:14][CH3:15])=[O:13])(OCC)=O)C.[CH3:16][C:17]([N:21]1[CH:25]=[C:24]([C:26]2[CH:27]=[N:28][CH:29]=[CH:30][CH:31]=2)[N:23]=[CH:22]1)([CH3:20])[CH:18]=O.O. (3) Given the product [Br:12][C:5]1[C:6]([N:24]2[CH2:25][CH2:26][N:21]([CH:19]([C:13]3[CH:18]=[CH:17][CH:16]=[CH:15][CH:14]=3)[CH3:20])[CH2:22][CH2:23]2)=[C:7]([N+:8]([O-:10])=[O:9])[C:2]([NH2:1])=[N:3][CH:4]=1, predict the reactants needed to synthesize it. The reactants are: [NH2:1][C:2]1[C:7]([N+:8]([O-:10])=[O:9])=[C:6](Cl)[C:5]([Br:12])=[CH:4][N:3]=1.[C:13]1([CH:19]([N:21]2[CH2:26][CH2:25][NH:24][CH2:23][CH2:22]2)[CH3:20])[CH:18]=[CH:17][CH:16]=[CH:15][CH:14]=1.C(N(C(C)C)CC)(C)C. (4) Given the product [C:12]1([C:9]2[CH:8]=[C:7]3[CH2:6][S:3][CH2:2][CH2:18][N:11]3[N:10]=2)[CH:17]=[CH:16][CH:15]=[CH:14][CH:13]=1, predict the reactants needed to synthesize it. The reactants are: N[C:2](N)=[S:3].Cl[CH2:6][C:7]1[NH:11][N:10]=[C:9]([C:12]2[CH:17]=[CH:16][CH:15]=[CH:14][CH:13]=2)[CH:8]=1.[CH2:18](O)C. (5) Given the product [CH3:1][O:2][C:3]1[CH:8]=[N:29][CH:6]=[CH:5][C:4]=1[C:9]1[N:14]=[CH:13][N:12]=[C:11]([NH:15][C:16]2[CH:17]=[C:18]([CH2:22][S:23]([NH2:26])(=[O:25])=[O:24])[CH:19]=[CH:20][CH:21]=2)[N:10]=1, predict the reactants needed to synthesize it. The reactants are: [CH3:1][O:2][C:3]1[CH:8]=C[CH:6]=[CH:5][C:4]=1[C:9]1[N:14]=[CH:13][N:12]=[C:11]([NH:15][C:16]2[CH:17]=[C:18]([CH2:22][S:23]([NH2:26])(=[O:25])=[O:24])[CH:19]=[CH:20][CH:21]=2)[N:10]=1.ClC1N=CN=C(NC2C=C(CS(N)(=O)=O)C=CC=2)[N:29]=1.COC1C=NC=CC=1B(O)O. (6) Given the product [CH3:28][NH:29][C:20]([C@@H:18]1[O:17][C:16](=[O:27])[N:15]([C:4]2[CH:3]=[C:2]([F:1])[C:7]([N:8]3[CH2:13][CH2:12][O:11][CH2:10][CH2:9]3)=[C:6]([F:14])[CH:5]=2)[CH2:19]1)=[O:21], predict the reactants needed to synthesize it. The reactants are: [F:1][C:2]1[CH:3]=[C:4]([N:15]2[CH2:19][C@H:18]([C:20](OCCCC)=[O:21])[O:17][C:16]2=[O:27])[CH:5]=[C:6]([F:14])[C:7]=1[N:8]1[CH2:13][CH2:12][O:11][CH2:10][CH2:9]1.[CH3:28][NH2:29]. (7) Given the product [C:1]([O:5][C:6](=[O:28])[C:7]1[CH:12]=[CH:11][C:10]([NH:13][CH:14]([C:18]2[CH:23]=[CH:22][C:21]([C:24]([CH3:25])([CH3:27])[CH3:26])=[CH:20][CH:19]=2)[C:15](=[O:17])[NH:44][C:43]2[CH:45]=[CH:46][C:40]([I:39])=[CH:41][CH:42]=2)=[CH:9][CH:8]=1)([CH3:3])([CH3:4])[CH3:2], predict the reactants needed to synthesize it. The reactants are: [C:1]([O:5][C:6](=[O:28])[C:7]1[CH:12]=[CH:11][C:10]([NH:13][CH:14]([C:18]2[CH:23]=[CH:22][C:21]([C:24]([CH3:27])([CH3:26])[CH3:25])=[CH:20][CH:19]=2)[C:15]([OH:17])=O)=[CH:9][CH:8]=1)([CH3:4])([CH3:3])[CH3:2].C1C=CC2N(O)N=NC=2C=1.[I:39][C:40]1[CH:46]=[CH:45][C:43]([NH2:44])=[CH:42][CH:41]=1.CCN(C(C)C)C(C)C. (8) Given the product [N:34]1([C:30]2[CH:29]=[C:28]([C:6]3[N:10]4[CH:11]=[CH:12][C:13]([C:15]([F:16])([F:17])[F:18])=[N:14][C:9]4=[N:8][CH:7]=3)[CH:33]=[CH:32][CH:31]=2)[CH:38]=[CH:37][N:36]=[CH:35]1, predict the reactants needed to synthesize it. The reactants are: C([Sn](CCCC)(CCCC)[C:6]1[N:10]2[CH:11]=[CH:12][C:13]([C:15]([F:18])([F:17])[F:16])=[N:14][C:9]2=[N:8][CH:7]=1)CCC.Br[C:28]1[CH:29]=[C:30]([N:34]2[CH:38]=[CH:37][N:36]=[CH:35]2)[CH:31]=[CH:32][CH:33]=1.